From a dataset of Full USPTO retrosynthesis dataset with 1.9M reactions from patents (1976-2016). Predict the reactants needed to synthesize the given product. Given the product [N+:5]([C:8]1[CH:16]=[C:12]2[C:11](=[CH:10][CH:9]=1)[NH:4][C:2](=[O:3])[NH:1][C:13]2=[O:14])([O-:7])=[O:6], predict the reactants needed to synthesize it. The reactants are: [NH2:1][C:2]([NH2:4])=[O:3].[N+:5]([C:8]1[CH:16]=[C:12]([C:13](O)=[O:14])[C:11](N)=[CH:10][CH:9]=1)([O-:7])=[O:6].